Dataset: Full USPTO retrosynthesis dataset with 1.9M reactions from patents (1976-2016). Task: Predict the reactants needed to synthesize the given product. (1) Given the product [C:1]([N:4]1[C:13]2[C:8](=[CH:9][C:10]([C:14]#[N:15])=[CH:11][CH:12]=2)[C@H:7]([NH:16][C:17]2[N:22]=[C:21]([CH2:23][OH:24])[CH:20]=[CH:19][N:18]=2)[C@@H:6]([CH3:32])[C@@H:5]1[CH:33]1[CH2:35][CH2:34]1)(=[O:3])[CH3:2], predict the reactants needed to synthesize it. The reactants are: [C:1]([N:4]1[C:13]2[C:8](=[CH:9][C:10]([C:14]#[N:15])=[CH:11][CH:12]=2)[C@H:7]([NH:16][C:17]2[N:22]=[C:21]([CH2:23][O:24][Si](C(C)(C)C)(C)C)[CH:20]=[CH:19][N:18]=2)[C@@H:6]([CH3:32])[C@@H:5]1[CH:33]1[CH2:35][CH2:34]1)(=[O:3])[CH3:2].C1COCC1. (2) Given the product [Cl:40][C:36]1[CH:37]=[C:38]2[C:33]([CH:32]=[CH:31][C:30](/[CH:29]=[CH:28]/[C:26]3[CH:27]=[C:22]([C@@H:21]([O:54][S:53]([CH3:52])(=[O:55])=[O:60])[CH2:20][CH2:19][C:18]4[CH:17]=[CH:16][CH:15]=[CH:14][C:13]=4[C:11]([OH:50])([CH3:12])[CH3:10])[CH:23]=[CH:24][CH:25]=3)=[N:39]2)=[CH:34][CH:35]=1, predict the reactants needed to synthesize it. The reactants are: C(N(C(C)C)C(C)C)C.[CH3:10][C:11]([OH:50])([C:13]1[CH:14]=[CH:15][CH:16]=[CH:17][C:18]=1[CH2:19][CH2:20][C@@H:21](SCC1(CC([O-])=O)CC1)[C:22]1[CH:23]=[CH:24][CH:25]=[C:26](/[CH:28]=[CH:29]/[C:30]2[CH:31]=[CH:32][C:33]3[CH:34]=[CH:35][C:36]([Cl:40])=[CH:37][C:38]=3[N:39]=2)[CH:27]=1)[CH3:12].[Na+].[CH3:52][S:53](Cl)(=[O:55])=[O:54].C(#N)C.[O:60]1CCCC1. (3) The reactants are: CC1C=CC(S(O[CH2:12][CH:13]2[O:18][C:17]3[CH:19]=[C:20]([O:23][S:24]([C:27]([F:30])([F:29])[F:28])(=[O:26])=[O:25])[CH:21]=[CH:22][C:16]=3[O:15][CH2:14]2)(=O)=O)=CC=1.[CH3:31][NH2:32]. Given the product [F:28][C:27]([F:30])([F:29])[S:24]([O:23][C:20]1[CH:21]=[CH:22][C:16]2[O:15][CH2:14][CH:13]([CH2:12][NH:32][CH3:31])[O:18][C:17]=2[CH:19]=1)(=[O:26])=[O:25], predict the reactants needed to synthesize it. (4) Given the product [C:3]([O:7][C:8]([N:10]1[CH2:14][CH2:13][C@H:12]([CH:15]([OH:20])[CH2:16][CH:17]([CH3:18])[CH3:19])[CH2:11]1)=[O:9])([CH3:6])([CH3:5])[CH3:4], predict the reactants needed to synthesize it. The reactants are: [BH4-].[Na+].[C:3]([O:7][C:8]([N:10]1[CH2:14][CH2:13][C@H:12]([C:15](=[O:20])[CH2:16][CH:17]([CH3:19])[CH3:18])[CH2:11]1)=[O:9])([CH3:6])([CH3:5])[CH3:4]. (5) Given the product [Cl:32][C:27]1[CH:26]=[C:25]([C:21]2[O:22][C:23]([CH3:24])=[C:19]([CH2:18][CH2:17][O:16][C:10]3[C:11]4[CH:15]=[CH:14][S:13][C:12]=4[C:7]([CH2:6][CH:5]([O:33][CH3:34])[C:4]([OH:35])=[O:3])=[CH:8][CH:9]=3)[N:20]=2)[CH:30]=[C:29]([Cl:31])[CH:28]=1, predict the reactants needed to synthesize it. The reactants are: C([O:3][C:4](=[O:35])[CH:5]([O:33][CH3:34])[CH2:6][C:7]1[C:12]2[S:13][CH:14]=[CH:15][C:11]=2[C:10]([O:16][CH2:17][CH2:18][C:19]2[N:20]=[C:21]([C:25]3[CH:30]=[C:29]([Cl:31])[CH:28]=[C:27]([Cl:32])[CH:26]=3)[O:22][C:23]=2[CH3:24])=[CH:9][CH:8]=1)C.[OH-].[Na+]. (6) Given the product [CH2:31]([N:28]1[C:23]2=[N:24][C:25]([CH2:26][CH3:27])=[C:20]([CH2:19][N:10]([CH2:9][C:4]3[CH:3]=[C:2]([C:46]4[CH:45]=[CH:44][CH:43]=[C:42]([CH:40]=[O:41])[CH:47]=4)[C:7]([CH3:8])=[CH:6][CH:5]=3)[C:11]([C:13]3([C:16]([NH2:18])=[O:17])[CH2:15][CH2:14]3)=[O:12])[C:21]([NH:33][CH:34]3[CH2:39][CH2:38][O:37][CH2:36][CH2:35]3)=[C:22]2[CH:30]=[N:29]1)[CH3:32], predict the reactants needed to synthesize it. The reactants are: Br[C:2]1[CH:3]=[C:4]([CH2:9][N:10]([CH2:19][C:20]2[C:21]([NH:33][CH:34]3[CH2:39][CH2:38][O:37][CH2:36][CH2:35]3)=[C:22]3[CH:30]=[N:29][N:28]([CH2:31][CH3:32])[C:23]3=[N:24][C:25]=2[CH2:26][CH3:27])[C:11]([C:13]2([C:16]([NH2:18])=[O:17])[CH2:15][CH2:14]2)=[O:12])[CH:5]=[CH:6][C:7]=1[CH3:8].[CH:40]([C:42]1[CH:43]=[C:44](B(O)O)[CH:45]=[CH:46][CH:47]=1)=[O:41].C([O-])([O-])=O.[Na+].[Na+]. (7) Given the product [CH2:69]([N:76]1[CH2:81][CH2:61][C@:59]([CH3:62])([OH:63])[C@H:60]([OH:22])[CH2:77]1)[C:70]1[CH:75]=[CH:74][CH:73]=[CH:72][CH:71]=1, predict the reactants needed to synthesize it. The reactants are: CC[C@H]1[C@H]2C[C@H]([C@H](OC3C4C(=CC=CC=4)C(O[C@H](C4C=CN=C5C=4C=C(OC)C=C5)[C@@H]4N5C[C@H](CC)[C@@H](CC5)C4)=NN=3)C3C=CN=C4C=3C=C([O:22]C)C=C4)N(CC2)C1.[C:59]([OH:63])([CH3:62])([CH3:61])[CH3:60].CS(N)(=O)=O.[CH2:69]([N:76]1[CH2:81]C=C(C)C[CH2:77]1)[C:70]1[CH:75]=[CH:74][CH:73]=[CH:72][CH:71]=1. (8) Given the product [C:1]([N:4]1[C:13]2[C:8](=[CH:9][C:10]([C:31]3[CH:32]=[N:33][N:34]([CH:36]4[CH2:37][N:38]([C:40]([O:42][C:43]([CH3:46])([CH3:45])[CH3:44])=[O:41])[CH2:39]4)[CH:35]=3)=[CH:11][CH:12]=2)[N:7]([C:15]([O:17][CH:18]2[CH2:21][C:20]([F:23])([F:22])[CH2:19]2)=[O:16])[CH2:6][C@@H:5]1[CH3:24])(=[O:3])[CH3:2], predict the reactants needed to synthesize it. The reactants are: [C:1]([N:4]1[C:13]2[C:8](=[CH:9][C:10](Br)=[CH:11][CH:12]=2)[N:7]([C:15]([O:17][CH:18]2[CH2:21][C:20]([F:23])([F:22])[CH2:19]2)=[O:16])[CH2:6][C@@H:5]1[CH3:24])(=[O:3])[CH3:2].CC1(C)OB([C:31]2[CH:32]=[N:33][N:34]([CH:36]3[CH2:39][N:38]([C:40]([O:42][C:43]([CH3:46])([CH3:45])[CH3:44])=[O:41])[CH2:37]3)[CH:35]=2)OC1(C)C.C(=O)([O-])[O-].[Cs+].[Cs+].O1CCOCC1. (9) The reactants are: [CH3:1][CH:2]1[CH2:7][CH2:6][CH2:5][CH2:4][C:3]1=O.C[N:10]1[CH:15]=[C:14]([N+:16]([O-:18])=[O:17])[CH:13]=C([N+]([O-])=O)C1=O.N. Given the product [CH3:1][CH:2]1[C:3]2[N:10]=[CH:15][C:14]([N+:16]([O-:18])=[O:17])=[CH:13][C:4]=2[CH2:5][CH2:6][CH2:7]1, predict the reactants needed to synthesize it.